The task is: Predict the reaction yield, written as a fraction of the theoretical maximum amount of product (1.0 means a 100% yield; for example, 0.34 means a 34% yield).. This data is from Reaction yield outcomes from USPTO patents with 853,638 reactions. (1) The reactants are [F:1][C:2]1([F:29])[CH2:7][CH2:6][N:5]([C:8]([C:10]2[NH:11][C:12]3[C:17]([CH:18]=2)=[CH:16][C:15]([C:19]([N:21]2[CH2:25][CH2:24][CH:23]([N:26]([CH3:28])[CH3:27])[CH2:22]2)=[O:20])=[CH:14][CH:13]=3)=[O:9])[CH2:4][CH2:3]1.[H-].[Na+].[CH:32]1([CH2:35]Br)[CH2:34][CH2:33]1. The catalyst is CN(C)C=O. The product is [CH:32]1([CH2:35][N:11]2[C:12]3[C:17](=[CH:16][C:15]([C:19]([N:21]4[CH2:25][CH2:24][CH:23]([N:26]([CH3:27])[CH3:28])[CH2:22]4)=[O:20])=[CH:14][CH:13]=3)[CH:18]=[C:10]2[C:8]([N:5]2[CH2:6][CH2:7][C:2]([F:1])([F:29])[CH2:3][CH2:4]2)=[O:9])[CH2:34][CH2:33]1. The yield is 0.530. (2) The yield is 0.910. The product is [Cl:1][CH2:2][C@H:3]1[C:11]2[C:10]3[CH:12]=[CH:13][CH:14]=[CH:15][C:9]=3[C:8]([N:90]=[C:89]([C:83]3[CH:88]=[CH:87][CH:86]=[CH:85][CH:84]=3)[C:91]3[CH:96]=[CH:95][CH:94]=[CH:93][CH:92]=3)=[CH:7][C:6]=2[N:5]([C:24]([O:26][C:27]([CH3:30])([CH3:29])[CH3:28])=[O:25])[CH2:4]1. The catalyst is C1COCC1.CC([O-])=O.CC([O-])=O.[Pd+2]. The reactants are [Cl:1][CH2:2][C@H:3]1[C:11]2[C:10]3[CH:12]=[CH:13][CH:14]=[CH:15][C:9]=3[C:8](OS(C(F)(F)F)(=O)=O)=[CH:7][C:6]=2[N:5]([C:24]([O:26][C:27]([CH3:30])([CH3:29])[CH3:28])=[O:25])[CH2:4]1.C([O-])([O-])=O.[Cs+].[Cs+].C1C=CC(P(C2C(C3C(P(C4C=CC=CC=4)C4C=CC=CC=4)=CC=C4C=3C=CC=C4)=C3C(C=CC=C3)=CC=2)C2C=CC=CC=2)=CC=1.[C:83]1([C:89]([C:91]2[CH:96]=[CH:95][CH:94]=[CH:93][CH:92]=2)=[NH:90])[CH:88]=[CH:87][CH:86]=[CH:85][CH:84]=1. (3) The product is [C:1]([O:5][C:6]([N:8]1[CH2:13][CH:12]2[C:10]([CH2:14][N:45]3[C:41](=[O:51])[C:42]4[C:43](=[CH:47][CH:48]=[CH:49][CH:50]=4)[C:44]3=[O:46])([CH2:11]2)[CH:9]1[C:16]1[CH:17]=[CH:18][CH:19]=[CH:20][CH:21]=1)=[O:7])([CH3:2])([CH3:3])[CH3:4]. The yield is 0.970. The reactants are [C:1]([O:5][C:6]([N:8]1[CH2:13][C@@H:12]2[C@@:10]([CH2:14]O)([CH2:11]2)[C@@H:9]1[C:16]1[CH:21]=[CH:20][CH:19]=[CH:18][CH:17]=1)=[O:7])([CH3:4])([CH3:3])[CH3:2].C1(P(C2C=CC=CC=2)C2C=CC=CC=2)C=CC=CC=1.[C:41]1(=[O:51])[NH:45][C:44](=[O:46])[C:43]2=[CH:47][CH:48]=[CH:49][CH:50]=[C:42]12.CCOC(/N=N/C(OCC)=O)=O. The catalyst is C1COCC1. (4) The reactants are Br[C:2]1[CH:3]=[CH:4][C:5]2[O:9][CH:8]=[C:7]([CH3:10])[C:6]=2[CH:11]=1.CC([O-])=O.[K+].[CH3:17][C:18]1([CH3:34])[C:22]([CH3:24])([CH3:23])[O:21][B:20]([B:20]2[O:21][C:22]([CH3:24])([CH3:23])[C:18]([CH3:34])([CH3:17])[O:19]2)[O:19]1. The catalyst is O1CCOCC1.C1C=CC(P(C2C=CC=CC=2)[C-]2C=CC=C2)=CC=1.C1C=CC(P(C2C=CC=CC=2)[C-]2C=CC=C2)=CC=1.Cl[Pd]Cl.[Fe+2]. The product is [CH3:17][C:18]1([CH3:34])[C:22]([CH3:24])([CH3:23])[O:21][B:20]([C:2]2[CH:3]=[CH:4][C:5]3[O:9][CH:8]=[C:7]([CH3:10])[C:6]=3[CH:11]=2)[O:19]1. The yield is 0.650. (5) The reactants are [C:1]([C:4]1[CH:9]([C:10]2[CH:15]=[CH:14][C:13]([F:16])=[C:12]([F:17])[CH:11]=2)[N:8]([C:18]([NH:20][CH2:21][CH2:22][CH2:23][C:24](O)=[O:25])=[O:19])[C:7](=[O:27])[NH:6][C:5]=1[CH3:28])(=[O:3])C.[C:29]([O:33][C:34]([N:36]1[CH2:41][CH2:40][CH:39]([C:42]2[CH:47]=[CH:46][CH:45]=[C:44]([NH2:48])[CH:43]=2)[CH2:38][CH2:37]1)=[O:35])([CH3:32])([CH3:31])[CH3:30].Cl.CN(C)CCCN=C=NCC.C(Cl)Cl.CN([CH:67]=[O:68])C. The catalyst is CN(C)C1C=CN=CC=1.O. The product is [C:29]([O:33][C:34]([N:36]1[CH2:41][CH2:40][CH:39]([C:42]2[CH:47]=[CH:46][CH:45]=[C:44]([NH:48][C:24](=[O:25])[CH2:23][CH2:22][CH2:21][NH:20][C:18]([N:8]3[CH:9]([C:10]4[CH:15]=[CH:14][C:13]([F:16])=[C:12]([F:17])[CH:11]=4)[C:4]([C:1]([O:68][CH3:67])=[O:3])=[C:5]([CH3:28])[NH:6][C:7]3=[O:27])=[O:19])[CH:43]=2)[CH2:38][CH2:37]1)=[O:35])([CH3:32])([CH3:30])[CH3:31]. The yield is 0.678. (6) The reactants are [F:1][C:2]([F:31])([F:30])[S:3]([O:6][C:7]1[CH:12]=[CH:11][CH:10]=[C:9]([C:13]2([C:23]3[CH:28]=[CH:27][CH:26]=[C:25](Br)[CH:24]=3)[C:17]3=[N:18][CH2:19][CH2:20][CH2:21][N:16]3[C:15]([NH2:22])=[N:14]2)[CH:8]=1)(=[O:5])=[O:4].[Cl:32][C:33]1[CH:34]=[C:35](B(O)O)[CH:36]=[CH:37][CH:38]=1.C(=O)([O-])[O-].[K+].[K+].C(OCC)(=O)C. The catalyst is O1CCOCC1.O. The product is [F:1][C:2]([F:31])([F:30])[S:3]([O:6][C:7]1[CH:12]=[CH:11][CH:10]=[C:9]([C:13]2([C:23]3[CH:24]=[C:25]([C:37]4[CH:36]=[CH:35][CH:34]=[C:33]([Cl:32])[CH:38]=4)[CH:26]=[CH:27][CH:28]=3)[C:17]3=[N:18][CH2:19][CH2:20][CH2:21][N:16]3[C:15]([NH2:22])=[N:14]2)[CH:8]=1)(=[O:5])=[O:4]. The yield is 0.0300. (7) The reactants are [NH:1]1[C:11]2[C:6](=[CH:7][CH:8]=[CH:9][CH:10]=2)[C:4](=O)[C:2]1=[O:3].[OH-:12].[K+].[C:14]([C:17]1[CH:22]=[CH:21][CH:20]=[CH:19][CH:18]=1)(=O)[CH3:15]. The catalyst is C(O)C. The product is [C:17]1([C:14]2[CH:15]=[C:4]([C:2]([OH:12])=[O:3])[C:6]3[C:11](=[CH:10][CH:9]=[CH:8][CH:7]=3)[N:1]=2)[CH:22]=[CH:21][CH:20]=[CH:19][CH:18]=1. The yield is 0.600. (8) The reactants are CNC(=O)C1C=CC=C(C2C=CC([O:16][C@@H]3[C@@H](O)[C@@H](O)[C@H](O)[C@@H](CO)O3)=C(C)C=2)C=1.C([O:33][C@@H:34]1[C@@H:39]([O:40]C(=O)C)[C@@H:38]([CH2:44][O:45]C(=O)C)[O:37][C@H:36]([O:49][C:50]2[CH:55]=[CH:54][C:53](Br)=[CH:52][C:51]=2[Cl:57])[C@H:35]1CC([O-])=O)(=O)C.[CH3:62][O:63][C:64]([C:66]1[CH:67]=[C:68](B(O)O)[CH:69]=[CH:70][CH:71]=1)=[O:65]. No catalyst specified. The product is [Cl:57][C:51]1[CH:52]=[C:53]([C:68]2[CH:67]=[C:66]([CH:71]=[CH:70][CH:69]=2)[C:64]([O:63][CH3:62])=[O:65])[CH:54]=[CH:55][C:50]=1[O:49][C@@H:36]1[C@@H:35]([OH:16])[C@@H:34]([OH:33])[C@H:39]([OH:40])[C@@H:38]([CH2:44][OH:45])[O:37]1. The yield is 0.430.